Dataset: Catalyst prediction with 721,799 reactions and 888 catalyst types from USPTO. Task: Predict which catalyst facilitates the given reaction. (1) Reactant: [OH:1][C@@H:2]1[CH2:7][CH2:6][CH2:5][N:4]([C:8]([O:10][C:11]([CH3:14])([CH3:13])[CH3:12])=[O:9])[CH2:3]1.[H-].[Na+].I[CH3:18]. Product: [CH3:18][O:1][C@@H:2]1[CH2:7][CH2:6][CH2:5][N:4]([C:8]([O:10][C:11]([CH3:14])([CH3:13])[CH3:12])=[O:9])[CH2:3]1. The catalyst class is: 54. (2) Reactant: C[O:2][C:3]1[CH:8]=[CH:7][N:6]=[C:5]([C:9]([O:11][CH3:12])=[O:10])[CH:4]=1.Cl[C:14]([O:16][C:17]1[CH:22]=[CH:21][CH:20]=[CH:19][CH:18]=1)=[O:15].[Cl-].[Cl:24][C:25]1[CH:30]=[CH:29][C:28]([Zn+])=[C:27]([F:32])[C:26]=1[O:33][CH3:34]. Product: [C:17]1([O:16][C:14]([N:6]2[CH:7]([C:28]3[CH:29]=[CH:30][C:25]([Cl:24])=[C:26]([O:33][CH3:34])[C:27]=3[F:32])[CH2:8][C:3](=[O:2])[CH:4]=[C:5]2[C:9]([O:11][CH3:12])=[O:10])=[O:15])[CH:22]=[CH:21][CH:20]=[CH:19][CH:18]=1. The catalyst class is: 1. (3) Reactant: [S:1]1[C:5]2[CH:6]=[CH:7][CH:8]=[CH:9][C:4]=2[N:3]=[C:2]1[C:10]1[C:15](=[O:16])[NH:14][C:13]([CH:17]2[CH2:22][CH2:21][NH:20][CH2:19][CH2:18]2)=[N:12][C:11]=1[NH:23][C@@H:24]1[CH2:29][CH2:28][CH2:27][N:26]([C:30]([O:32][C:33]([CH3:36])([CH3:35])[CH3:34])=[O:31])[CH2:25]1.C(N(CC)CC)C.Cl[C:45]([O:47][CH3:48])=[O:46]. Product: [S:1]1[C:5]2[CH:6]=[CH:7][CH:8]=[CH:9][C:4]=2[N:3]=[C:2]1[C:10]1[C:15](=[O:16])[NH:14][C:13]([CH:17]2[CH2:18][CH2:19][N:20]([C:45]([O:47][CH3:48])=[O:46])[CH2:21][CH2:22]2)=[N:12][C:11]=1[NH:23][C@@H:24]1[CH2:29][CH2:28][CH2:27][N:26]([C:30]([O:32][C:33]([CH3:36])([CH3:35])[CH3:34])=[O:31])[CH2:25]1. The catalyst class is: 4. (4) Reactant: [F-].C([N+](CCCC)(CCCC)CCCC)CCC.[O:19]1[CH:23]=[CH:22][C:21]([C:24]2[CH:31]=[CH:30][C:27]([CH:28]=[O:29])=[CH:26][CH:25]=2)=[CH:20]1.[F:32][C:33]([Si](C)(C)C)([F:35])[F:34].Cl. Product: [F:32][C:33]([F:35])([F:34])[CH:28]([C:27]1[CH:30]=[CH:31][C:24]([C:21]2[CH:22]=[CH:23][O:19][CH:20]=2)=[CH:25][CH:26]=1)[OH:29]. The catalyst class is: 1.